This data is from Reaction yield outcomes from USPTO patents with 853,638 reactions. The task is: Predict the reaction yield, written as a fraction of the theoretical maximum amount of product (1.0 means a 100% yield; for example, 0.34 means a 34% yield). (1) The reactants are [F:1][C:2]1[CH:26]=[CH:25][CH:24]=[C:23]([F:27])[C:3]=1[C:4]([O:6][CH:7]([C:18]([O:20][CH2:21][CH3:22])=[O:19])[C:8]([C:10]1[CH:15]=[CH:14][C:13]([O:16][CH3:17])=[CH:12][CH:11]=1)=O)=O.C([O-])(=O)C.[NH4+:32]. The catalyst is C(O)(=O)C.O. The product is [F:1][C:2]1[CH:26]=[CH:25][CH:24]=[C:23]([F:27])[C:3]=1[C:4]1[O:6][C:7]([C:18]([O:20][CH2:21][CH3:22])=[O:19])=[C:8]([C:10]2[CH:15]=[CH:14][C:13]([O:16][CH3:17])=[CH:12][CH:11]=2)[N:32]=1. The yield is 0.530. (2) The reactants are C(N(CC)CC)C.[CH2:8]([OH:18])[CH2:9][CH2:10][CH2:11][CH2:12][CH2:13][CH2:14][CH2:15][CH2:16][CH3:17].[C:19](Cl)(=[O:26])[C:20]1[CH:25]=[CH:24][CH:23]=[CH:22][CH:21]=1.O. The catalyst is C(OCC)C. The product is [C:19]([O:18][CH2:8][CH2:9][CH2:10][CH2:11][CH2:12][CH2:13][CH2:14][CH2:15][CH2:16][CH3:17])(=[O:26])[C:20]1[CH:25]=[CH:24][CH:23]=[CH:22][CH:21]=1. The yield is 0.740. (3) The reactants are [C:1]1([CH2:7][CH2:8][C:9]([O:11][CH2:12][CH3:13])=[O:10])[CH:6]=[CH:5][CH:4]=[CH:3][CH:2]=1.[I-:14].[Na+].O. The catalyst is C(O)(=O)C. The product is [I:14]/[C:7](/[C:1]1[CH:6]=[CH:5][CH:4]=[CH:3][CH:2]=1)=[CH:8]\[C:9]([O:11][CH2:12][CH3:13])=[O:10]. The yield is 0.960. (4) The reactants are F[C:2]1[C:3]([CH3:22])=[N:4][C:5]2[C:10]([N:11]=1)=[C:9]([C:12]1[NH:20][C:19]3[CH2:18][CH2:17][NH:16][C:15](=[O:21])[C:14]=3[CH:13]=1)[CH:8]=[CH:7][CH:6]=2.[CH3:23][C:24]([NH2:28])([CH2:26][CH3:27])[CH3:25].CO.C(Cl)Cl. The catalyst is CS(C)=O. The product is [CH3:22][C:3]1[C:2]([NH:28][C:24]([CH2:26][CH3:27])([CH3:25])[CH3:23])=[N:11][C:10]2[C:5](=[CH:6][CH:7]=[CH:8][C:9]=2[C:12]2[NH:20][C:19]3[CH2:18][CH2:17][NH:16][C:15](=[O:21])[C:14]=3[CH:13]=2)[N:4]=1. The yield is 0.520. (5) The reactants are [Cl:1][C:2]1[N:10]=[C:9]2[C:5]([N:6]=[C:7]([CH2:12][CH:13]=O)[N:8]2[CH3:11])=[C:4]([N:15]2[CH2:20][CH2:19][O:18][CH2:17][CH2:16]2)[N:3]=1.[CH2:21]1[C:24]2([CH2:29][CH2:28][NH:27][CH2:26][CH2:25]2)[CH2:23][CH:22]1[OH:30].C(O[BH-](OC(=O)C)OC(=O)C)(=O)C.[Na+]. The catalyst is ClCCCl. The product is [Cl:1][C:2]1[N:10]=[C:9]2[C:5]([N:6]=[C:7]([CH2:12][CH2:13][N:27]3[CH2:28][CH2:29][C:24]4([CH2:21][CH:22]([OH:30])[CH2:23]4)[CH2:25][CH2:26]3)[N:8]2[CH3:11])=[C:4]([N:15]2[CH2:20][CH2:19][O:18][CH2:17][CH2:16]2)[N:3]=1. The yield is 0.690. (6) The reactants are [F:1][C:2]1[CH:27]=[CH:26][C:5]([O:6][C:7]2[CH:12]=[CH:11][CH:10]=[CH:9][C:8]=2[NH:13][C:14]([C:16]2[CH:25]=[CH:24][C:19]([C:20]([O:22][CH3:23])=[O:21])=[CH:18][CH:17]=2)=O)=[C:4]([O:28][CH3:29])[CH:3]=1. The catalyst is ClCCl.O. The product is [F:1][C:2]1[CH:3]=[C:4]([O:28][CH3:29])[C:5]2[O:6][C:7]3[CH:12]=[CH:11][CH:10]=[CH:9][C:8]=3[N:13]=[C:14]([C:16]3[CH:25]=[CH:24][C:19]([C:20]([O:22][CH3:23])=[O:21])=[CH:18][CH:17]=3)[C:26]=2[CH:27]=1. The yield is 0.0650. (7) The reactants are [Cl:1][C:2]1[CH:7]=[C:6]([F:8])[CH:5]=[CH:4][C:3]=1[CH2:9][NH:10][C:11]([CH:13]1[CH2:17][NH:16][C:15](=[O:18])[N:14]1[CH3:19])=[O:12].Br[C:21]1[CH:22]=[N:23][CH:24]=[CH:25][CH:26]=1.C(=O)([O-])[O-].[Cs+].[Cs+].CC1(C)C2C(=C(P(C3C=CC=CC=3)C3C=CC=CC=3)C=CC=2)OC2C(P(C3C=CC=CC=3)C3C=CC=CC=3)=CC=CC1=2. The catalyst is O1CCOCC1.C(=O)([O-])O.[Na+].C1C=CC(/C=C/C(/C=C/C2C=CC=CC=2)=O)=CC=1.C1C=CC(/C=C/C(/C=C/C2C=CC=CC=2)=O)=CC=1.C1C=CC(/C=C/C(/C=C/C2C=CC=CC=2)=O)=CC=1.[Pd].[Pd]. The product is [Cl:1][C:2]1[CH:7]=[C:6]([F:8])[CH:5]=[CH:4][C:3]=1[CH2:9][NH:10][C:11]([CH:13]1[CH2:17][N:16]([C:21]2[CH:22]=[N:23][CH:24]=[CH:25][CH:26]=2)[C:15](=[O:18])[N:14]1[CH3:19])=[O:12]. The yield is 0.500. (8) The reactants are [NH2:1][C@H:2]([C@@H:5]([OH:7])[CH3:6])[CH2:3][OH:4].[Cl:8][C:9]1[S:13][C:12]([S:14](Cl)(=[O:16])=[O:15])=[CH:11][CH:10]=1. The catalyst is C1COCC1.C(=O)([O-])[O-].[K+].[K+]. The product is [Cl:8][C:9]1[S:13][C:12]([S:14]([NH:1][C@H:2]([C@@H:5]([OH:7])[CH3:6])[CH2:3][OH:4])(=[O:16])=[O:15])=[CH:11][CH:10]=1. The yield is 0.543.